From a dataset of Full USPTO retrosynthesis dataset with 1.9M reactions from patents (1976-2016). Predict the reactants needed to synthesize the given product. (1) Given the product [F:1][C:2]1[CH:3]=[CH:4][C:5]([NH:8][NH:9][C:19](=[O:20])[CH2:18][CH2:17][N:14]2[CH2:13][CH2:12][N:11]([CH3:10])[CH2:16][CH2:15]2)=[N:6][CH:7]=1, predict the reactants needed to synthesize it. The reactants are: [F:1][C:2]1[CH:3]=[CH:4][C:5]([NH:8][NH2:9])=[N:6][CH:7]=1.[CH3:10][N:11]1[CH2:16][CH2:15][N:14]([CH2:17][CH2:18][C:19](O)=[O:20])[CH2:13][CH2:12]1.C(Cl)CCl.C1C=CC2N(O)N=NC=2C=1. (2) Given the product [CH2:13]([C@H:11]1[CH2:12][NH:8][CH2:9][C@H:10]1[C:15]([O:17][CH2:18][CH3:19])=[O:16])[CH3:14], predict the reactants needed to synthesize it. The reactants are: C([N:8]1[CH2:12][C@H:11]([CH2:13][CH3:14])[C@H:10]([C:15]([O:17][CH2:18][CH3:19])=[O:16])[CH2:9]1)C1C=CC=CC=1. (3) Given the product [CH3:49][S:46]([O:21][CH2:20][C:18]1[C:17]([C:22]([F:25])([F:24])[F:23])=[N:16][N:15]([CH:12]2[CH2:11][CH2:10][N:9]([C:6]3[N:7]=[CH:8][C:3]([CH2:1][CH3:2])=[CH:4][N:5]=3)[CH2:14][CH2:13]2)[CH:19]=1)(=[O:47])=[O:45], predict the reactants needed to synthesize it. The reactants are: [CH2:1]([C:3]1[CH:4]=[N:5][C:6]([N:9]2[CH2:14][CH2:13][CH:12]([N:15]3[CH:19]=[C:18]([CH2:20][OH:21])[C:17]([C:22]([F:25])([F:24])[F:23])=[N:16]3)[CH2:11][CH2:10]2)=[N:7][CH:8]=1)[CH3:2].C(OC(N1CCC(N2C=NC(C[O:45][S:46]([CH3:49])(=O)=[O:47])=N2)CC1)=O)(C)(C)C. (4) Given the product [CH3:1][O:2][C:3](=[O:23])[CH2:4][C:5]1[CH:10]=[CH:9][CH:8]=[CH:7][C:6]=1[N:11]([CH3:26])[S:12]([C:15]1[CH:20]=[CH:19][C:18]([Cl:21])=[C:17]([Cl:22])[CH:16]=1)(=[O:14])=[O:13], predict the reactants needed to synthesize it. The reactants are: [CH3:1][O:2][C:3](=[O:23])[CH2:4][C:5]1[CH:10]=[CH:9][CH:8]=[CH:7][C:6]=1[NH:11][S:12]([C:15]1[CH:20]=[CH:19][C:18]([Cl:21])=[C:17]([Cl:22])[CH:16]=1)(=[O:14])=[O:13].CI.[C:26]([O-])([O-])=O.[K+].[K+]. (5) The reactants are: [OH:1][C:2]1[CH:6]=[CH:5][S:4][C:3]=1[C:7]([O:9][CH3:10])=[O:8].C1(C)C=CC=CC=1.[OH-].[Na+].Cl[CH:21]([F:23])[F:22]. Given the product [F:22][CH:21]([F:23])[O:1][C:2]1[CH:6]=[CH:5][S:4][C:3]=1[C:7]([O:9][CH3:10])=[O:8], predict the reactants needed to synthesize it. (6) Given the product [CH2:21]([C:20]1[O:9][C:3]2=[N:4][C:5](=[O:8])[NH:6][CH:7]=[C:2]2[CH:19]=1)[CH2:22][CH2:23][CH2:24][CH2:25][CH3:26], predict the reactants needed to synthesize it. The reactants are: I[C:2]1[C:3](=[O:9])[NH:4][C:5](=[O:8])[NH:6][CH:7]=1.CCN(C(C)C)C(C)C.[CH:19]#[C:20][CH2:21][CH2:22][CH2:23][CH2:24][CH2:25][CH3:26].C(N(CC)CC)C.